This data is from Reaction yield outcomes from USPTO patents with 853,638 reactions. The task is: Predict the reaction yield, written as a fraction of the theoretical maximum amount of product (1.0 means a 100% yield; for example, 0.34 means a 34% yield). (1) The reactants are [Cl:1][C:2]1[CH:11]=[C:10]([Cl:12])[C:9]([N:13]2[CH:17]=[CH:16][CH:15]=[N:14]2)=[CH:8][C:3]=1[C:4](OC)=[O:5].[NH3:18]. The catalyst is CO. The product is [Cl:1][C:2]1[CH:11]=[C:10]([Cl:12])[C:9]([N:13]2[CH:17]=[CH:16][CH:15]=[N:14]2)=[CH:8][C:3]=1[C:4]([NH2:18])=[O:5]. The yield is 0.580. (2) The yield is 0.770. The reactants are [CH2:1]([O:3][C:4]([N:6]1[CH2:11][CH2:10][CH:9]([NH:12][C:13]2[CH:18]=[CH:17][CH:16]=[CH:15][C:14]=2[N+:19]([O-])=O)[CH2:8][CH2:7]1)=[O:5])[CH3:2]. The product is [CH2:1]([O:3][C:4]([N:6]1[CH2:11][CH2:10][CH:9]([NH:12][C:13]2[CH:18]=[CH:17][CH:16]=[CH:15][C:14]=2[NH2:19])[CH2:8][CH2:7]1)=[O:5])[CH3:2]. The catalyst is CO.[Pd]. (3) The reactants are [Cl:1][C:2]1[CH:7]=[CH:6][N:5]=[C:4]([OH:8])[C:3]=1[N+:9]([O-])=O.O.O.[Sn](Cl)(Cl)(Cl)Cl. The catalyst is C(O)C. The product is [NH2:9][C:3]1[C:4]([OH:8])=[N:5][CH:6]=[CH:7][C:2]=1[Cl:1]. The yield is 0.460. (4) The reactants are [I:1][C:2]1[CH:3]=[N:4][N:5]([CH2:7][CH2:8][OH:9])[CH:6]=1.C(N(CC)CC)C.[S:17](Cl)([C:20]1[CH:26]=[CH:25][C:23]([CH3:24])=[CH:22][CH:21]=1)(=[O:19])=[O:18]. The catalyst is C(Cl)Cl. The product is [CH3:24][C:23]1[CH:25]=[CH:26][C:20]([S:17]([O:9][CH2:8][CH2:7][N:5]2[CH:6]=[C:2]([I:1])[CH:3]=[N:4]2)(=[O:19])=[O:18])=[CH:21][CH:22]=1. The yield is 0.930. (5) The reactants are [Cl:1][C:2]1[C:7]2[C:8](=[O:22])[N:9]([CH2:11][C:12]3[CH:17]=[CH:16][C:15]([O:18][CH3:19])=[CH:14][C:13]=3[O:20][CH3:21])[CH2:10][C:6]=2[C:5]([F:23])=[C:4](Cl)[N:3]=1.[NH:25]1[CH2:29][CH2:28][C@H:27]([NH:30][C:31](=[O:37])[O:32][C:33]([CH3:36])([CH3:35])[CH3:34])[CH2:26]1. The catalyst is C(#N)C. The product is [Cl:1][C:2]1[C:7]2[C:8](=[O:22])[N:9]([CH2:11][C:12]3[CH:17]=[CH:16][C:15]([O:18][CH3:19])=[CH:14][C:13]=3[O:20][CH3:21])[CH2:10][C:6]=2[C:5]([F:23])=[C:4]([N:25]2[CH2:29][CH2:28][C@H:27]([NH:30][C:31](=[O:37])[O:32][C:33]([CH3:35])([CH3:34])[CH3:36])[CH2:26]2)[N:3]=1. The yield is 0.558. (6) The reactants are [CH3:1][C:2]1([CH3:28])[CH2:7][CH2:6][C:5]([C:8]2[CH:13]=[C:12]([C:14]([OH:17])([CH3:16])[CH3:15])[CH:11]=[CH:10][C:9]=2[NH:18][C:19]([C:21]2[NH:22][CH:23]=[C:24]([C:26]#[N:27])[N:25]=2)=[O:20])=[CH:4][CH2:3]1.C(Cl)(=O)C(Cl)=O.O[CH2:36][CH2:37][N:38]1[CH2:43][CH2:42][O:41][CH2:40][CH2:39]1.CCOC(C)=O. The catalyst is C(Cl)Cl. The product is [CH3:1][C:2]1([CH3:28])[CH2:7][CH2:6][C:5]([C:8]2[CH:13]=[C:12]([C:14]([CH3:15])([O:17][CH2:36][CH2:37][N:38]3[CH2:43][CH2:42][O:41][CH2:40][CH2:39]3)[CH3:16])[CH:11]=[CH:10][C:9]=2[NH:18][C:19]([C:21]2[NH:22][CH:23]=[C:24]([C:26]#[N:27])[N:25]=2)=[O:20])=[CH:4][CH2:3]1. The yield is 0.440.